Dataset: Full USPTO retrosynthesis dataset with 1.9M reactions from patents (1976-2016). Task: Predict the reactants needed to synthesize the given product. (1) Given the product [ClH:1].[CH2:10]([O:17][C:18]1[CH:23]=[CH:22][N:21]([C:24]2[CH:25]=[C:26]3[C:30](=[CH:31][CH:32]=2)[N:29]([CH2:33][CH:34]2[O:39][CH2:38][CH2:37][NH:36][CH2:35]2)[N:28]=[CH:27]3)[C:20](=[O:47])[CH:19]=1)[C:11]1[CH:16]=[CH:15][CH:14]=[CH:13][CH:12]=1, predict the reactants needed to synthesize it. The reactants are: [Cl:1]CCN1CCOCC1.[CH2:10]([O:17][C:18]1[CH:23]=[CH:22][N:21]([C:24]2[CH:25]=[C:26]3[C:30](=[CH:31][CH:32]=2)[N:29]([CH2:33][CH:34]2[O:39][CH2:38][CH2:37][N:36](C(OC(C)(C)C)=O)[CH2:35]2)[N:28]=[CH:27]3)[C:20](=[O:47])[CH:19]=1)[C:11]1[CH:16]=[CH:15][CH:14]=[CH:13][CH:12]=1.FC(F)(F)C(O)=O.Cl. (2) Given the product [CH2:1]([O:3][C:4](=[O:19])[CH2:5][C:6]([CH2:10][C:11]1[CH:12]=[CH:13][C:14]([OH:17])=[CH:15][CH:16]=1)([CH3:9])[CH:7]=[CH2:8])[CH3:2], predict the reactants needed to synthesize it. The reactants are: [CH2:1]([O:3][C:4](=[O:19])[CH2:5][C:6]([CH2:10][C:11]1[CH:16]=[CH:15][C:14]([O:17]C)=[CH:13][CH:12]=1)([CH3:9])[CH:7]=[CH2:8])[CH3:2].B(Br)(Br)Br.C(O)C. (3) Given the product [OH:8][CH2:9][C:10]1[CH:11]=[C:12]([CH2:25][CH2:26][C:27]2[CH:28]=[C:29](/[C:33](/[CH2:47][CH3:48])=[CH:34]/[CH:35]=[CH:36]/[C:37]([C:38]([F:39])([F:40])[F:41])([OH:42])[C:43]([F:45])([F:46])[F:44])[CH:30]=[CH:31][CH:32]=2)[CH:13]=[CH:14][C:15]=1[CH2:16][OH:17], predict the reactants needed to synthesize it. The reactants are: [Si]([O:8][CH2:9][C:10]1[CH:11]=[C:12]([CH2:25][CH2:26][C:27]2[CH:28]=[C:29](/[C:33](/[CH2:47][CH3:48])=[CH:34]/[CH:35]=[CH:36]/[C:37]([C:43]([F:46])([F:45])[F:44])([OH:42])[C:38]([F:41])([F:40])[F:39])[CH:30]=[CH:31][CH:32]=2)[CH:13]=[CH:14][C:15]=1[CH2:16][O:17][Si](C(C)(C)C)(C)C)(C(C)(C)C)(C)C.[F-].C([N+](CCCC)(CCCC)CCCC)CCC. (4) Given the product [N:32]1([CH:1]([C:4]2[CH:31]=[C:7]3[CH2:8][N:9]([C:13]([O:15][CH2:16][C:17]4[CH:22]=[C:21]([C:23]([F:26])([F:25])[F:24])[CH:20]=[C:19]([C:27]([F:30])([F:29])[F:28])[CH:18]=4)=[O:14])[CH2:10][CH2:11][CH2:12][N:6]3[N:5]=2)[CH3:2])[CH2:37][CH2:36][CH2:35][CH2:34][CH2:33]1, predict the reactants needed to synthesize it. The reactants are: [C:1]([C:4]1[CH:31]=[C:7]2[CH2:8][N:9]([C:13]([O:15][CH2:16][C:17]3[CH:22]=[C:21]([C:23]([F:26])([F:25])[F:24])[CH:20]=[C:19]([C:27]([F:30])([F:29])[F:28])[CH:18]=3)=[O:14])[CH2:10][CH2:11][CH2:12][N:6]2[N:5]=1)(=O)[CH3:2].[NH:32]1[CH2:37][CH2:36][CH2:35][CH2:34][CH2:33]1.[BH4-].[Na+]. (5) Given the product [CH3:1][N:2]1[C:6]([C:7]2[CH:12]=[CH:11][CH:10]=[CH:9][CH:8]=2)=[C:5]([C:13]([OH:23])=[O:14])[C:4](=[O:15])[N:3]1[CH3:16], predict the reactants needed to synthesize it. The reactants are: [CH3:1][N:2]1[C:6]([C:7]2[CH:12]=[CH:11][CH:10]=[CH:9][CH:8]=2)=[C:5]([CH:13]=[O:14])[C:4](=[O:15])[N:3]1[CH3:16].CC(=CC)C.Cl([O-])=[O:23].[Na+].P([O-])([O-])[O-].[K+].[K+].[K+]. (6) Given the product [Br:1][C:2]1[CH:3]=[CH:4][CH:5]=[C:6]2[C:11]=1[N:10]=[CH:9][CH:8]=[C:7]2[C:12]([OH:15])=[O:13], predict the reactants needed to synthesize it. The reactants are: [Br:1][C:2]1[CH:3]=[CH:4][CH:5]=[C:6]2[C:11]=1[N:10]=[CH:9][CH:8]=[C:7]2[CH:12]=[O:13].P(O)(O)([O-])=[O:15].[Na+].Cl([O-])=O.[Na+].[O-]S([O-])(=S)=O.[Na+].[Na+]. (7) Given the product [CH2:1]([O:8][C:9]1[CH:18]=[CH:17][CH:16]=[C:15]2[C:10]=1[CH2:11][CH2:12][CH2:13][CH:14]2[C:19]([N:31]([CH2:30][C:27]1[CH:28]=[N:29][C:24]([N:23]([CH3:22])[CH3:41])=[CH:25][CH:26]=1)[C:32]1[CH:37]=[CH:36][C:35]([CH:38]([CH3:39])[CH3:40])=[CH:34][CH:33]=1)=[O:20])[C:2]1[CH:3]=[CH:4][CH:5]=[CH:6][CH:7]=1, predict the reactants needed to synthesize it. The reactants are: [CH2:1]([O:8][C:9]1[CH:18]=[CH:17][CH:16]=[C:15]2[C:10]=1[CH2:11][CH2:12][CH2:13][CH:14]2[C:19](O)=[O:20])[C:2]1[CH:7]=[CH:6][CH:5]=[CH:4][CH:3]=1.[CH3:22][N:23]([CH3:41])[C:24]1[N:29]=[CH:28][C:27]([CH2:30][NH:31][C:32]2[CH:37]=[CH:36][C:35]([CH:38]([CH3:40])[CH3:39])=[CH:34][CH:33]=2)=[CH:26][CH:25]=1. (8) Given the product [Cl:25][C:22]1[CH:23]=[CH:24][C:19]2[C:16]([C:36]3[CH:37]=[CH:38][C:39]([Cl:42])=[CH:40][CH:41]=3)=[C:12]3[C:13](=[CH:14][C:9]4[C:10]([O:33][C:24]5[C:19]([C:8]=4[C:36]4[CH:41]=[CH:40][C:39]([Cl:42])=[CH:38][CH:37]=4)=[CH:20][CH:21]=[C:22]([Cl:25])[CH:23]=5)=[CH:11]3)[O:15][C:20]=2[CH:21]=1, predict the reactants needed to synthesize it. The reactants are: ClC1C=CC([C:8]([C:36]2[CH:41]=[CH:40][C:39]([Cl:42])=[CH:38][CH:37]=2)(OC)[C:9]2[CH:14]=[C:13]([OH:15])[C:12]([C:16](C3C=CC(Cl)=CC=3)([C:19]3[CH:24]=[CH:23][C:22]([Cl:25])=[CH:21][CH:20]=3)OC)=[CH:11][C:10]=2[OH:33])=CC=1. (9) Given the product [CH3:1][O:2][CH2:3][C:4]([C:6]1[CH:14]=[C:10]([C:11]([Cl:18])=[O:12])[C:9]([OH:15])=[CH:8][CH:7]=1)=[O:5], predict the reactants needed to synthesize it. The reactants are: [CH3:1][O:2][CH2:3][C:4]([C:6]1[CH:14]=[C:10]([C:11](O)=[O:12])[C:9]([OH:15])=[CH:8][CH:7]=1)=[O:5].S(Cl)([Cl:18])=O.